Dataset: Forward reaction prediction with 1.9M reactions from USPTO patents (1976-2016). Task: Predict the product of the given reaction. (1) Given the reactants Br[C:2]1[C:3]([CH2:8]O)=[N:4][N:5]([CH3:7])[CH:6]=1.C1C=CC(OP(OC2C=CC=CC=2)([N:19]=[N+]=[N-])=O)=CC=1.N12CCCN=C1CCCCC2.C(Cl)Cl.[Cl:43][C:44]1[C:49]([F:50])=[CH:48][CH:47]=[C:46]([O:51][CH3:52])[C:45]=1[C@H:53]([C:55]1[C:63]2[C:58](=[N:59][CH:60]=[C:61](B3OC(C)(C)C(C)(C)O3)[CH:62]=2)[NH:57][CH:56]=1)[CH3:54].C([O-])([O-])=O.[K+].[K+].O.C1C=CC(P(C2C=CC=CC=2)C2C=CC=CC=2)=CC=1.[N-]=[N+]=[N-], predict the reaction product. The product is: [Cl:43][C:44]1[C:49]([F:50])=[CH:48][CH:47]=[C:46]([O:51][CH3:52])[C:45]=1[C@H:53]([C:55]1[C:63]2[C:58](=[N:59][CH:60]=[C:61]([C:2]3[C:3]([CH2:8][NH2:19])=[N:4][N:5]([CH3:7])[CH:6]=3)[CH:62]=2)[NH:57][CH:56]=1)[CH3:54]. (2) Given the reactants [Cl:1][C:2]1[CH:7]=[CH:6][C:5]([C:8]2[CH:13]=[CH:12][CH:11]=[C:10]([C@@H:14]3[CH2:16][C@H:15]3[C:17](O)=[O:18])[CH:9]=2)=[CH:4][CH:3]=1.[C:20]1([C@H:26]([CH2:28][OH:29])[NH2:27])[CH:25]=[CH:24][CH:23]=[CH:22][CH:21]=1.C1C=CC2N(O)N=NC=2C=1.CCN=C=NCCCN(C)C.Cl, predict the reaction product. The product is: [OH:29][CH2:28][CH:26]([NH:27][C:17]([C@@H:15]1[CH2:16][C@H:14]1[C:10]1[CH:9]=[C:8]([C:5]2[CH:4]=[CH:3][C:2]([Cl:1])=[CH:7][CH:6]=2)[CH:13]=[CH:12][CH:11]=1)=[O:18])[C:20]1[CH:25]=[CH:24][CH:23]=[CH:22][CH:21]=1.